Dataset: Full USPTO retrosynthesis dataset with 1.9M reactions from patents (1976-2016). Task: Predict the reactants needed to synthesize the given product. (1) The reactants are: [O:1]1[C:6]2[CH:7]=[CH:8][C:9]([NH:11][C:12]3[N:17]=[C:16]([C:18]4[C:19]([C:27]5[CH:28]=[C:29]([NH:33][C:34](=O)[C:35]6[CH:40]=[CH:39][CH:38]=[CH:37][CH:36]=6)[CH:30]=[CH:31][CH:32]=5)=[N:20][N:21]5[CH:26]=[CH:25][CH:24]=[CH:23][C:22]=45)[CH:15]=[CH:14][N:13]=3)=[CH:10][C:5]=2[O:4][CH2:3][CH2:2]1.COC1C=CC(P2(SP(C3C=CC(OC)=CC=3)(=S)S2)=[S:51])=CC=1. Given the product [O:1]1[C:6]2[CH:7]=[CH:8][C:9]([NH:11][C:12]3[N:17]=[C:16]([C:18]4[C:19]([C:27]5[CH:28]=[C:29]([NH:33][C:34](=[S:51])[C:35]6[CH:40]=[CH:39][CH:38]=[CH:37][CH:36]=6)[CH:30]=[CH:31][CH:32]=5)=[N:20][N:21]5[CH:26]=[CH:25][CH:24]=[CH:23][C:22]=45)[CH:15]=[CH:14][N:13]=3)=[CH:10][C:5]=2[O:4][CH2:3][CH2:2]1, predict the reactants needed to synthesize it. (2) Given the product [OH:4][C:5]1[C:6]([O:11][C:12]([F:13])([F:14])[F:15])=[CH:7][CH:8]=[CH:9][C:10]=1[CH:18]=[O:19], predict the reactants needed to synthesize it. The reactants are: COC[O:4][C:5]1[CH:10]=[CH:9][CH:8]=[CH:7][C:6]=1[O:11][C:12]([F:15])([F:14])[F:13].CN(C)[CH:18]=[O:19].Cl. (3) Given the product [C:1]([O:5][C:6](=[O:23])[N:7]([C:9]1[CH:14]=[CH:13][C:12]([O:15][CH2:16][CH2:17][CH2:18][CH2:19][CH2:20][CH2:21][N:28]([CH2:27][CH:26]=[CH2:25])[CH3:29])=[CH:11][CH:10]=1)[CH3:8])([CH3:4])([CH3:3])[CH3:2], predict the reactants needed to synthesize it. The reactants are: [C:1]([O:5][C:6](=[O:23])[N:7]([C:9]1[CH:14]=[CH:13][C:12]([O:15][CH2:16][CH2:17][CH2:18][CH2:19][CH2:20][CH2:21]Br)=[CH:11][CH:10]=1)[CH3:8])([CH3:4])([CH3:3])[CH3:2].C[CH:25]=[CH:26][CH2:27][NH2:28].[CH3:29]C(N(C)C)=O. (4) Given the product [F:15][C:16]([F:27])([F:28])[O:17][C:18]1[CH:23]=[CH:22][C:21]([C:2]2[CH:3]=[N:4][CH:5]=[C:6]3[C:11]=2[N:10]=[C:9]([C:12]([NH2:14])=[O:13])[CH:8]=[CH:7]3)=[CH:20][CH:19]=1, predict the reactants needed to synthesize it. The reactants are: Br[C:2]1[CH:3]=[N:4][CH:5]=[C:6]2[C:11]=1[N:10]=[C:9]([C:12]([NH2:14])=[O:13])[CH:8]=[CH:7]2.[F:15][C:16]([F:28])([F:27])[O:17][C:18]1[CH:23]=[CH:22][C:21](B(O)O)=[CH:20][CH:19]=1.C(=O)([O-])[O-].[Cs+].[Cs+].